From a dataset of Catalyst prediction with 721,799 reactions and 888 catalyst types from USPTO. Predict which catalyst facilitates the given reaction. Reactant: C(OC([O:11][C:12]1([CH2:51][CH3:52])[C:17]2[CH:18]=[C:19]3[N:27]([C:28](=[O:29])[C:16]=2[CH2:15][O:14][C:13]1=[O:50])[CH2:26][C:25]1[C:24]([CH2:30][CH2:31][Si:32]([CH3:45])([CH3:44])[CH2:33][CH2:34][CH2:35][O:36][C:37]([C:39]2[O:40][CH:41]=[CH:42][CH:43]=2)=[O:38])=[C:23]2[CH:46]=[CH:47][CH:48]=[CH:49][C:22]2=[N:21][C:20]3=1)=O)C1C=CC=CC=1.[H][H]. Product: [CH2:51]([C:12]1([OH:11])[C:17]2[CH:18]=[C:19]3[N:27]([C:28](=[O:29])[C:16]=2[CH2:15][O:14][C:13]1=[O:50])[CH2:26][C:25]1[C:24]([CH2:30][CH2:31][Si:32]([CH3:45])([CH3:44])[CH2:33][CH2:34][CH2:35][O:36][C:37]([C:39]2[O:40][CH:41]=[CH:42][CH:43]=2)=[O:38])=[C:23]2[CH:46]=[CH:47][CH:48]=[CH:49][C:22]2=[N:21][C:20]3=1)[CH3:52]. The catalyst class is: 63.